From a dataset of Reaction yield outcomes from USPTO patents with 853,638 reactions. Predict the reaction yield, written as a fraction of the theoretical maximum amount of product (1.0 means a 100% yield; for example, 0.34 means a 34% yield). (1) The reactants are [S:1]1[CH:5]=[CH:4][C:3]2[C:6](=O)[CH2:7][CH2:8][C:2]1=2.[Cl:10][C:11]1[CH:16]=[CH:15][CH:14]=[C:13]([N:17]=[C:18]=S)[CH:12]=1.C[Si](C)(C)[Si](C)(C)C.[Li].O.[NH2:30][NH2:31]. The catalyst is C1COCC1.O.C(O)(=O)C. The product is [Cl:10][C:11]1[CH:12]=[C:13]([NH:17][C:18]2[C:7]3[CH2:8][C:2]4[S:1][CH:5]=[CH:4][C:3]=4[C:6]=3[NH:31][N:30]=2)[CH:14]=[CH:15][CH:16]=1. The yield is 0.300. (2) The reactants are N#N.[CH2:3]([NH:10][C:11](=[O:29])[C:12]1[CH:17]=[C:16](B2OC(C)(C)C(C)(C)O2)[CH:15]=[CH:14][C:13]=1[O:27][CH3:28])[C:4]1[CH:9]=[CH:8][CH:7]=[CH:6][CH:5]=1.Br[C:31]1[C:40]2[C:35](=[CH:36][CH:37]=[CH:38][CH:39]=2)[C:34](=[O:41])[N:33]([CH3:42])[CH:32]=1.[O-]P([O-])([O-])=O.[K+].[K+].[K+]. The catalyst is O1CCOCC1.C1C=CC(P(C2C=CC=CC=2)[C-]2C=CC=C2)=CC=1.C1C=CC(P(C2C=CC=CC=2)[C-]2C=CC=C2)=CC=1.Cl[Pd]Cl.[Fe+2]. The product is [CH2:3]([NH:10][C:11](=[O:29])[C:12]1[CH:17]=[C:16]([C:31]2[C:40]3[C:35](=[CH:36][CH:37]=[CH:38][CH:39]=3)[C:34](=[O:41])[N:33]([CH3:42])[CH:32]=2)[CH:15]=[CH:14][C:13]=1[O:27][CH3:28])[C:4]1[CH:5]=[CH:6][CH:7]=[CH:8][CH:9]=1. The yield is 0.710. (3) The catalyst is C1COCC1. The product is [CH2:24]([N:9]1[C:10]2[C:6](=[CH:5][C:4]([N+:1]([O-:3])=[O:2])=[CH:12][CH:11]=2)[C:7]([C:18]2[CH:23]=[CH:22][CH:21]=[CH:20][CH:19]=2)=[C:8]1[C:13]([O:15][CH2:16][CH3:17])=[O:14])[C:25]1[CH:30]=[CH:29][CH:28]=[CH:27][CH:26]=1. The reactants are [N+:1]([C:4]1[CH:5]=[C:6]2[C:10](=[CH:11][CH:12]=1)[NH:9][C:8]([C:13]([O:15][CH2:16][CH3:17])=[O:14])=[C:7]2[C:18]1[CH:23]=[CH:22][CH:21]=[CH:20][CH:19]=1)([O-:3])=[O:2].[CH2:24](Br)[C:25]1[CH:30]=[CH:29][CH:28]=[CH:27][CH:26]=1.C([O-])([O-])=O.[Cs+].[Cs+]. The yield is 0.930. (4) The reactants are [CH3:1][O:2][C:3]1[CH:4]=[C:5]([CH:13]=[CH:14][C:15]=1[N+:16]([O-])=O)[O:6][CH:7]1[CH2:11][CH2:10][N:9]([CH3:12])[CH2:8]1. The catalyst is CCO.[Pd]. The product is [CH3:1][O:2][C:3]1[CH:4]=[C:5]([O:6][CH:7]2[CH2:11][CH2:10][N:9]([CH3:12])[CH2:8]2)[CH:13]=[CH:14][C:15]=1[NH2:16]. The yield is 0.970. (5) The reactants are C1(S([N:10]2[C:14]3[CH:15]=[N:16][C:17]([C:28]#[N:29])=[C:18]([CH2:19][CH:20]4[CH2:25][CH2:24][N:23]([CH2:26][CH3:27])[CH2:22][CH2:21]4)[C:13]=3[C:12]3[CH:30]=[CH:31][CH:32]=[N:33][C:11]2=3)(=O)=O)C=CC=CC=1.C(N(CC)CC)C. The catalyst is CO. The product is [CH2:26]([N:23]1[CH2:24][CH2:25][CH:20]([CH2:19][C:18]2[C:13]3[C:12]4[CH:30]=[CH:31][CH:32]=[N:33][C:11]=4[NH:10][C:14]=3[CH:15]=[N:16][C:17]=2[C:28]#[N:29])[CH2:21][CH2:22]1)[CH3:27]. The yield is 0.510. (6) The reactants are C[O:2][C:3]1[N:8]=[CH:7][C:6]([C:9]2[C:14]([C:15]([F:18])([F:17])[F:16])=[CH:13][CH:12]=[CH:11][N:10]=2)=[CH:5][CH:4]=1. The catalyst is Br.CC(O)=O. The product is [F:17][C:15]([F:16])([F:18])[C:14]1[C:9]([C:6]2[CH:5]=[CH:4][C:3](=[O:2])[NH:8][CH:7]=2)=[N:10][CH:11]=[CH:12][CH:13]=1. The yield is 0.930.